From a dataset of Reaction yield outcomes from USPTO patents with 853,638 reactions. Predict the reaction yield, written as a fraction of the theoretical maximum amount of product (1.0 means a 100% yield; for example, 0.34 means a 34% yield). The reactants are [CH3:1][O:2][CH2:3][CH2:4][O:5][C:6]1[C:15]([O:16][C:17]([C:19]2[CH:24]=[CH:23][CH:22]=[CH:21][CH:20]=2)=[O:18])=[CH:14][CH:13]=[CH:12][C:7]=1[C:8]([O:10][CH3:11])=[O:9].[N+:25]([O-])([OH:27])=[O:26].S(=O)(=O)(O)O. The catalyst is ClCCl. The product is [CH3:1][O:2][CH2:3][CH2:4][O:5][C:6]1[C:15]([O:16][C:17]([C:19]2[CH:24]=[CH:23][CH:22]=[CH:21][CH:20]=2)=[O:18])=[CH:14][C:13]([N+:25]([O-:27])=[O:26])=[CH:12][C:7]=1[C:8]([O:10][CH3:11])=[O:9]. The yield is 0.890.